This data is from Forward reaction prediction with 1.9M reactions from USPTO patents (1976-2016). The task is: Predict the product of the given reaction. The product is: [Cl:29][C:4]1[CH:5]=[C:6]([C:7](=[O:8])[NH:9][CH2:10][C:11]2[CH:16]=[C:15]([Cl:17])[CH:14]=[CH:13][C:12]=2[S:18]([CH2:21][CH3:22])(=[O:19])=[O:20])[CH:23]=[C:24]([C:25]([F:26])([F:27])[F:28])[C:3]=1[CH2:2][N:44]1[CH2:45][CH2:46][CH2:47][C@H:42]([N:41]([CH2:40][CH2:39][N:31]([CH3:30])[C:32]([O:33][C:34]([CH3:37])([CH3:36])[CH3:35])=[O:38])[C:48](=[O:49])[O:50][C:51]([CH3:54])([CH3:53])[CH3:52])[CH2:43]1. Given the reactants Br[CH2:2][C:3]1[C:24]([C:25]([F:28])([F:27])[F:26])=[CH:23][C:6]([C:7]([NH:9][CH2:10][C:11]2[CH:16]=[C:15]([Cl:17])[CH:14]=[CH:13][C:12]=2[S:18]([CH2:21][CH3:22])(=[O:20])=[O:19])=[O:8])=[CH:5][C:4]=1[Cl:29].[CH3:30][N:31]([CH2:39][CH2:40][N:41]([C:48]([O:50][C:51]([CH3:54])([CH3:53])[CH3:52])=[O:49])[C@H:42]1[CH2:47][CH2:46][CH2:45][NH:44][CH2:43]1)[C:32](=[O:38])[O:33][C:34]([CH3:37])([CH3:36])[CH3:35], predict the reaction product.